From a dataset of Peptide-MHC class I binding affinity with 185,985 pairs from IEDB/IMGT. Regression. Given a peptide amino acid sequence and an MHC pseudo amino acid sequence, predict their binding affinity value. This is MHC class I binding data. (1) The peptide sequence is SLCFLLTQK. The MHC is HLA-A68:01 with pseudo-sequence HLA-A68:01. The binding affinity (normalized) is 0.344. (2) The peptide sequence is AVAVARVAA. The MHC is HLA-B15:01 with pseudo-sequence HLA-B15:01. The binding affinity (normalized) is 0.229. (3) The peptide sequence is REPWDEWV. The MHC is Mamu-A01 with pseudo-sequence Mamu-A01. The binding affinity (normalized) is 0. (4) The binding affinity (normalized) is 0.437. The peptide sequence is RQFPTYFEF. The MHC is Mamu-B3901 with pseudo-sequence Mamu-B3901. (5) The peptide sequence is KLRSNALSL. The binding affinity (normalized) is 0.0847. The MHC is HLA-B35:01 with pseudo-sequence HLA-B35:01.